This data is from TCR-epitope binding with 47,182 pairs between 192 epitopes and 23,139 TCRs. The task is: Binary Classification. Given a T-cell receptor sequence (or CDR3 region) and an epitope sequence, predict whether binding occurs between them. The epitope is GTSGSPIINR. The TCR CDR3 sequence is CASSSGISYNSPLHF. Result: 0 (the TCR does not bind to the epitope).